This data is from Forward reaction prediction with 1.9M reactions from USPTO patents (1976-2016). The task is: Predict the product of the given reaction. (1) Given the reactants Cl[C:2]1[N:3]=[C:4]([N:16]2[CH2:21][CH2:20][O:19][CH2:18][CH2:17]2)[C:5]2[N:10]=[C:9]([C:11]([O:14][CH3:15])([CH3:13])[CH3:12])[S:8][C:6]=2[N:7]=1.[CH3:22][N:23]([C:31]1[CH:36]=[CH:35][C:34](B2OC(C)(C)C(C)(C)O2)=[CH:33][N:32]=1)C(=O)OC(C)(C)C.C(O)(C(F)(F)F)=O, predict the reaction product. The product is: [CH3:15][O:14][C:11]([C:9]1[S:8][C:6]2[N:7]=[C:2]([C:34]3[CH:35]=[CH:36][C:31]([NH:23][CH3:22])=[N:32][CH:33]=3)[N:3]=[C:4]([N:16]3[CH2:21][CH2:20][O:19][CH2:18][CH2:17]3)[C:5]=2[N:10]=1)([CH3:13])[CH3:12]. (2) Given the reactants I.[F:2][C:3]1[CH:4]=[C:5]([NH:15][C:16](SC)=[NH:17])[CH:6]=[CH:7][C:8]=1[N:9]1[C:13]([CH3:14])=[N:12][CH:11]=[N:10]1.[Cl:20][CH2:21][CH2:22][CH2:23][CH2:24][CH:25]([C:29]1[CH:34]=[CH:33][C:32]([F:35])=[CH:31][CH:30]=1)[C:26](O)=O.[NH2:36][NH2:37], predict the reaction product. The product is: [Cl:20][CH2:21][CH2:22][CH2:23][CH2:24][CH:25]([C:26]1[NH:37][N:36]=[C:16]([NH:15][C:5]2[CH:6]=[CH:7][C:8]([N:9]3[C:13]([CH3:14])=[N:12][CH:11]=[N:10]3)=[C:3]([F:2])[CH:4]=2)[N:17]=1)[C:29]1[CH:30]=[CH:31][C:32]([F:35])=[CH:33][CH:34]=1. (3) The product is: [F:8][C:5]1[CH:6]=[CH:7][C:2]([CH:10]=[O:9])=[N:3][CH:4]=1. Given the reactants Br[C:2]1[CH:7]=[CH:6][C:5]([F:8])=[CH:4][N:3]=1.[O:9]1CCC[CH2:10]1, predict the reaction product.